Dataset: Forward reaction prediction with 1.9M reactions from USPTO patents (1976-2016). Task: Predict the product of the given reaction. (1) Given the reactants [H-].[Na+].[F:3][C:4]([F:23])([F:22])[C:5]1[CH:6]=[C:7]([C@H:15]2[O:19][C:18](=[O:20])[NH:17][C@H:16]2[CH3:21])[CH:8]=[C:9]([C:11]([F:14])([F:13])[F:12])[CH:10]=1.Br[CH2:25][C:26]1[CH:31]=[C:30]([C:32]([F:35])([F:34])[F:33])[CH:29]=[CH:28][C:27]=1[I:36], predict the reaction product. The product is: [F:23][C:4]([F:3])([F:22])[C:5]1[CH:6]=[C:7]([C@H:15]2[O:19][C:18](=[O:20])[N:17]([CH2:25][C:26]3[CH:31]=[C:30]([C:32]([F:33])([F:35])[F:34])[CH:29]=[CH:28][C:27]=3[I:36])[C@H:16]2[CH3:21])[CH:8]=[C:9]([C:11]([F:12])([F:13])[F:14])[CH:10]=1. (2) Given the reactants [O:1]1[CH2:6][CH2:5][CH:4]([O:7][CH2:8][C:9]2[CH:10]=[C:11]([C:15]3[CH:16]=[C:17]4[C:22](=[N:23][CH:24]=3)[NH:21][CH2:20][CH2:19][CH2:18]4)[CH:12]=[N:13][CH:14]=2)[CH2:3][CH2:2]1.FC(F)(F)[C:27]([OH:29])=[O:28], predict the reaction product. The product is: [C:9]([O:29][C:27]([N:21]1[C:22]2[C:17](=[CH:16][C:15]([C:11]3[CH:12]=[N:13][CH:14]=[C:9]([CH2:8][O:7][CH:4]4[CH2:5][CH2:6][O:1][CH2:2][CH2:3]4)[CH:10]=3)=[CH:24][N:23]=2)[CH2:18][CH2:19][CH2:20]1)=[O:28])([CH3:10])([CH3:14])[CH3:8]. (3) Given the reactants Br[C:2]1[CH:3]=[C:4]([C:15]([O:17][CH3:18])=[O:16])[C:5]2[C:6](C)=[N:7][N:8]([CH:11]([CH3:13])[CH3:12])[C:9]=2[CH:10]=1.CC1(C)C(C)(C)OB([C:27]2[CH:28]=[C:29]3[CH:35]=[CH:34][NH:33][C:30]3=[N:31][CH:32]=2)O1, predict the reaction product. The product is: [CH:11]([N:8]1[C:9]2[CH:10]=[C:2]([C:27]3[CH:28]=[C:29]4[CH:35]=[CH:34][NH:33][C:30]4=[N:31][CH:32]=3)[CH:3]=[C:4]([C:15]([O:17][CH3:18])=[O:16])[C:5]=2[CH:6]=[N:7]1)([CH3:12])[CH3:13].